Dataset: Full USPTO retrosynthesis dataset with 1.9M reactions from patents (1976-2016). Task: Predict the reactants needed to synthesize the given product. (1) Given the product [Cl:1][C:2]1[CH:3]=[CH:4][C:5]([C:6]([C:8]2[CH:13]=[CH:12][CH:11]=[CH:10][C:9]=2[C:14]2[C:15]([CH:20]([OH:21])[CH3:24])=[N:16][O:17][C:18]=2[CH3:19])=[O:7])=[CH:22][CH:23]=1, predict the reactants needed to synthesize it. The reactants are: [Cl:1][C:2]1[CH:23]=[CH:22][C:5]([C:6]([C:8]2[CH:13]=[CH:12][CH:11]=[CH:10][C:9]=2[C:14]2[C:15]([CH:20]=[O:21])=[N:16][O:17][C:18]=2[CH3:19])=[O:7])=[CH:4][CH:3]=1.[CH2:24]1COCC1.C[Mg]Cl.[Cl-].[NH4+]. (2) Given the product [NH2:1][C:2](=[O:31])[C@@H:3]([NH:12][C:13](=[O:30])[CH2:14][NH:15][C:16](=[O:29])[CH:17]([NH:21][C:22]1[S:23][C:24]([CH2:27][OH:28])=[CH:25][N:26]=1)[CH:18]([CH3:19])[CH3:20])[CH2:4][C:5]1[CH:6]=[CH:7][C:8]([OH:11])=[CH:9][CH:10]=1, predict the reactants needed to synthesize it. The reactants are: [NH2:1][C:2](=[O:31])[C@@H:3]([NH:12][C:13](=[O:30])[CH2:14][NH:15][C:16](=[O:29])[CH:17]([NH:21][C:22]1[S:23][C:24]([CH:27]=[O:28])=[CH:25][N:26]=1)[CH:18]([CH3:20])[CH3:19])[CH2:4][C:5]1[CH:10]=[CH:9][C:8]([OH:11])=[CH:7][CH:6]=1.[BH4-].[Na+]. (3) The reactants are: [CH3:1][C:2]1[C:3]([N:9]2[CH2:14][CH2:13][N:12]([C:15]([C:17]3[N:22]=[CH:21][C:20]([N:23]4[C@H:27]([CH3:28])[CH2:26][O:25][C:24]4=[O:29])=[CH:19][N:18]=3)=[O:16])[CH2:11][CH2:10]2)=[N:4][CH:5]=[C:6]([CH3:8])[CH:7]=1.[ClH:30].C(OCC)(=O)C. Given the product [ClH:30].[CH3:1][C:2]1[C:3]([N:9]2[CH2:10][CH2:11][N:12]([C:15]([C:17]3[N:22]=[CH:21][C:20]([N:23]4[C@H:27]([CH3:28])[CH2:26][O:25][C:24]4=[O:29])=[CH:19][N:18]=3)=[O:16])[CH2:13][CH2:14]2)=[N:4][CH:5]=[C:6]([CH3:8])[CH:7]=1, predict the reactants needed to synthesize it. (4) Given the product [CH3:3][C@H:4]1[CH2:8][CH2:7][CH2:6][N:5]1[C@H:9]1[CH2:13][CH2:12][N:11]([C:15]2[CH:20]=[CH:19][C:18]([N+:21]([O-:23])=[O:22])=[C:17]([CH3:24])[N:16]=2)[CH2:10]1, predict the reactants needed to synthesize it. The reactants are: Cl.Cl.[CH3:3][C@H:4]1[CH2:8][CH2:7][CH2:6][N:5]1[C@H:9]1[CH2:13][CH2:12][NH:11][CH2:10]1.Cl[C:15]1[CH:20]=[CH:19][C:18]([N+:21]([O-:23])=[O:22])=[C:17]([CH3:24])[N:16]=1.C(=O)([O-])[O-].[K+].[K+]. (5) Given the product [NH:13]1[C:14]2[CH:19]=[CH:18][CH:17]=[CH:16][C:15]=2[N:11]=[C:12]1[C@H:8]([NH:9][C:10]([NH:33][C:30]1([C:27]2[CH:28]=[CH:29][C:24]([CH3:34])=[CH:25][CH:26]=2)[CH2:31][CH2:32]1)=[O:20])[CH2:7][C:6]1[CH:21]=[CH:22][C:3]([O:2][CH3:1])=[CH:4][CH:5]=1, predict the reactants needed to synthesize it. The reactants are: [CH3:1][O:2][C:3]1[CH:22]=[CH:21][C:6]([CH2:7][C@@H:8]2[C:12]3=[N:13][C:14]4[CH:19]=[CH:18][CH:17]=[CH:16][C:15]=4[N:11]3[C:10](=[O:20])[NH:9]2)=[CH:5][CH:4]=1.Cl.[C:24]1([CH3:34])[CH:29]=[CH:28][C:27]([C:30]2([NH2:33])[CH2:32][CH2:31]2)=[CH:26][CH:25]=1.C(O)(C(F)(F)F)=O. (6) Given the product [CH3:16][C:13]1[N:14]=[C:15]2[NH:6][C:7](=[O:34])[CH2:8][N:9]([C:17]([NH:19][CH:20]([C:23]3[CH:28]=[CH:27][C:26]([O:29][C:30]([F:31])([F:33])[F:32])=[CH:25][CH:24]=3)[CH2:21][CH3:22])=[O:18])[C:10]2=[N:11][CH:12]=1, predict the reactants needed to synthesize it. The reactants are: COC1C=C(OC)C=CC=1C[N:6]1[C:15]2[C:10](=[N:11][CH:12]=[C:13]([CH3:16])[N:14]=2)[N:9]([C:17]([NH:19][CH:20]([C:23]2[CH:28]=[CH:27][C:26]([O:29][C:30]([F:33])([F:32])[F:31])=[CH:25][CH:24]=2)[CH2:21][CH3:22])=[O:18])[CH2:8][C:7]1=[O:34].FC(F)(F)C(O)=O.[OH-].[Na+].